Dataset: Forward reaction prediction with 1.9M reactions from USPTO patents (1976-2016). Task: Predict the product of the given reaction. Given the reactants [Br:1][CH2:2][C:3]([C:5]1[CH:10]=[CH:9][C:8]([OH:11])=[CH:7][CH:6]=1)=O.[H][H], predict the reaction product. The product is: [Br:1][CH2:2][CH2:3][C:5]1[CH:10]=[CH:9][C:8]([OH:11])=[CH:7][CH:6]=1.